Task: Predict the reaction yield, written as a fraction of the theoretical maximum amount of product (1.0 means a 100% yield; for example, 0.34 means a 34% yield).. Dataset: Reaction yield outcomes from USPTO patents with 853,638 reactions The reactants are [S:1]1[C:5]2[CH:6]=[CH:7][C:8]([NH:10][C:11]3[C:20]4[C:15](=[CH:16][CH:17]=[C:18]([S:21]([CH3:24])(=[O:23])=[O:22])[CH:19]=4)[N:14]=[CH:13][CH:12]=3)=[CH:9][C:4]=2[N:3]=[CH:2]1.[H-].[Na+].[C:27](Cl)(=[O:29])[CH3:28].O. The catalyst is CN(C=O)C. The product is [S:1]1[C:5]2[CH:6]=[CH:7][C:8]([N:10]([C:11]3[C:20]4[C:15](=[CH:16][CH:17]=[C:18]([S:21]([CH3:24])(=[O:22])=[O:23])[CH:19]=4)[N:14]=[CH:13][CH:12]=3)[C:27](=[O:29])[CH3:28])=[CH:9][C:4]=2[N:3]=[CH:2]1. The yield is 0.770.